This data is from Forward reaction prediction with 1.9M reactions from USPTO patents (1976-2016). The task is: Predict the product of the given reaction. (1) Given the reactants Cl.[C:2]([C:4]1[C:5](O)=[C:6]([C:10]2[N:20]=[CH:19][CH:18]=[CH:17][C:11]=2[C:12]([O:14][CH2:15][CH3:16])=[O:13])[CH:7]=[CH:8][CH:9]=1)#[N:3].C(O[K])(C)(C)C.C1(P(C2C=CC=CC=2)C2C=CC=CC=2)C=CC=CC=1.CCOC(/N=N/C(OCC)=O)=O.C1(C)C=CC=CC=1.[Cl:66][C:67]1[CH:75]=[CH:74][CH:73]=[CH:72][C:68]=1[CH2:69][CH2:70][OH:71], predict the reaction product. The product is: [Cl:66][C:67]1[CH:75]=[CH:74][CH:73]=[CH:72][C:68]=1[CH2:69][CH2:70][O:71][C:9]1[CH:8]=[CH:7][C:6]([C:10]2[N:20]=[CH:19][CH:18]=[CH:17][C:11]=2[C:12]([O:14][CH2:15][CH3:16])=[O:13])=[CH:5][C:4]=1[C:2]#[N:3]. (2) Given the reactants [CH:1]1[C:10]2[C:5](=[CH:6][CH:7]=[CH:8][CH:9]=2)[CH:4]=[C:3]([N:11]2[CH2:16][CH2:15][N:14](C(OC(C)(C)C)=O)[CH2:13][CH2:12]2)[N:2]=1.FC(F)(F)C(O)=O.C(Cl)[Cl:32], predict the reaction product. The product is: [ClH:32].[N:11]1([C:3]2[CH:4]=[CH:5][C:10]3[C:1](=[CH:6][CH:7]=[CH:8][CH:9]=3)[N:2]=2)[CH2:12][CH2:13][NH:14][CH2:15][CH2:16]1. (3) Given the reactants C(OC([N:8]1[CH2:13][CH2:12][N:11]([C:14]2[CH:19]=[CH:18][N:17]=[C:16]([NH2:20])[C:15]=2[NH2:21])[CH2:10][CH2:9]1)=O)(C)(C)C.[C:22]([C:26]1[CH:33]=[CH:32][C:29]([CH:30]=O)=[CH:28][CH:27]=1)([CH3:25])([CH3:24])[CH3:23], predict the reaction product. The product is: [C:22]([C:26]1[CH:27]=[CH:28][C:29]([C:30]2[NH:20][C:16]3=[N:17][CH:18]=[CH:19][C:14]([N:11]4[CH2:10][CH2:9][NH:8][CH2:13][CH2:12]4)=[C:15]3[N:21]=2)=[CH:32][CH:33]=1)([CH3:25])([CH3:24])[CH3:23]. (4) Given the reactants O1CCCC1.C([O:8][C:9]([C:11]1[O:12][C:13]2[CH:19]=[C:18]([O:20][CH2:21][C:22]3[CH:27]=[CH:26][CH:25]=[CH:24][CH:23]=3)[CH:17]=[CH:16][C:14]=2[CH:15]=1)=O)C.[H-].[Al+3].[Li+].[H-].[H-].[H-].[OH-].[Na+], predict the reaction product. The product is: [CH2:21]([O:20][C:18]1[CH:17]=[CH:16][C:14]2[CH:15]=[C:11]([CH2:9][OH:8])[O:12][C:13]=2[CH:19]=1)[C:22]1[CH:23]=[CH:24][CH:25]=[CH:26][CH:27]=1. (5) The product is: [NH2:1][C:2]1[N:3]=[C:4]([C:13]2[CH:18]=[CH:17][CH:16]=[CH:15][C:14]=2[O:19][CH3:20])[C:5]([C:11]#[N:12])=[C:6]([O:21][CH2:22][CH2:23][C:24]2[CH:29]=[CH:28][CH:27]=[CH:26][N:25]=2)[N:7]=1. Given the reactants [NH2:1][C:2]1[N:7]=[C:6](S(C)=O)[C:5]([C:11]#[N:12])=[C:4]([C:13]2[CH:18]=[CH:17][CH:16]=[CH:15][C:14]=2[O:19][CH3:20])[N:3]=1.[OH:21][CH2:22][CH2:23][C:24]1[CH:29]=[CH:28][CH:27]=[CH:26][N:25]=1.C1CCN2C(=NCCC2)CC1, predict the reaction product.